Task: Predict the product of the given reaction.. Dataset: Forward reaction prediction with 1.9M reactions from USPTO patents (1976-2016) (1) Given the reactants [NH2:1][C:2]1[O:3][CH2:4][C:5]2([C@H:19]3[C@@H:14]([CH2:15][C:16](=[O:20])[CH2:17][CH2:18]3)[CH2:13][C:12]3[C:7]2=[CH:8][C:9]([C:21]2[CH:22]=[N:23][CH:24]=[C:25]([Cl:27])[CH:26]=2)=[CH:10][CH:11]=3)[N:6]=1.[BH4-].[Na+], predict the reaction product. The product is: [NH2:1][C:2]1[O:3][CH2:4][C@@:5]2([C@H:19]3[C@@H:14]([CH2:15][C@@H:16]([OH:20])[CH2:17][CH2:18]3)[CH2:13][C:12]3[C:7]2=[CH:8][C:9]([C:21]2[CH:22]=[N:23][CH:24]=[C:25]([Cl:27])[CH:26]=2)=[CH:10][CH:11]=3)[N:6]=1. (2) Given the reactants OS(O)(=O)=O.N([O-])=O.[Na+].N[C:11]1[C:12]([Cl:20])=[C:13]([C:16]([Cl:19])=[CH:17][CH:18]=1)[C:14]#[N:15].[BrH:21], predict the reaction product. The product is: [Br:21][C:11]1[C:12]([Cl:20])=[C:13]([C:16]([Cl:19])=[CH:17][CH:18]=1)[C:14]#[N:15]. (3) Given the reactants ClC1C=CC(C(=O)CC(=O)C(F)(F)F)=CC=1.NC1C=CNN=1.[Cl:23][C:24]1[CH:29]=[CH:28][C:27]([C:30]2[CH:35]=[C:34]([C:36]([F:39])([F:38])[F:37])[N:33]3[N:40]=[CH:41][CH:42]=[C:32]3[N:31]=2)=[CH:26][CH:25]=1.C([O-])(=O)C.[Na+].[I:48]Cl, predict the reaction product. The product is: [Cl:23][C:24]1[CH:29]=[CH:28][C:27]([C:30]2[CH:35]=[C:34]([C:36]([F:37])([F:39])[F:38])[N:33]3[N:40]=[CH:41][C:42]([I:48])=[C:32]3[N:31]=2)=[CH:26][CH:25]=1. (4) Given the reactants [CH2:1]([O:5][C:6]1[CH:11]=[CH:10][CH:9]=[CH:8][C:7]=1[CH2:12][C:13]([O:15][CH3:16])=[O:14])[CH:2]([CH3:4])[CH3:3].[CH3:17][O:18]C(Cl)Cl.O, predict the reaction product. The product is: [CH:17]([C:9]1[CH:10]=[CH:11][C:6]([O:5][CH2:1][CH:2]([CH3:4])[CH3:3])=[C:7]([CH2:12][C:13]([O:15][CH3:16])=[O:14])[CH:8]=1)=[O:18]. (5) Given the reactants [I:1][C:2]1[N:9]2[C:5]([S:6][C:7](S(C)=O)=[N:8]2)=[N:4][CH:3]=1.[CH2:13]([NH2:20])[C:14]1[CH:19]=[CH:18][CH:17]=[CH:16][CH:15]=1, predict the reaction product. The product is: [CH2:13]([NH:20][C:7]1[S:6][C:5]2=[N:4][CH:3]=[C:2]([I:1])[N:9]2[N:8]=1)[C:14]1[CH:19]=[CH:18][CH:17]=[CH:16][CH:15]=1. (6) Given the reactants C([BH3-])#N.[Na+].[F:5][C:6]1[CH:11]=[CH:10][C:9]([O:12][CH3:13])=[CH:8][C:7]=1[C:14]1[CH:19]=[CH:18][C:17]([C:20]([O:22][CH3:23])=[O:21])=[CH:16][C:15]=1[CH:24]=O.[CH3:26][C@@H:27]1[CH2:31][CH2:30][C@@H:29]([CH3:32])[NH:28]1, predict the reaction product. The product is: [CH3:26][C@@H:27]1[CH2:31][CH2:30][C@@H:29]([CH3:32])[N:28]1[CH2:24][C:15]1[CH:16]=[C:17]([C:20]([O:22][CH3:23])=[O:21])[CH:18]=[CH:19][C:14]=1[C:7]1[CH:8]=[C:9]([O:12][CH3:13])[CH:10]=[CH:11][C:6]=1[F:5].